This data is from Merck oncology drug combination screen with 23,052 pairs across 39 cell lines. The task is: Regression. Given two drug SMILES strings and cell line genomic features, predict the synergy score measuring deviation from expected non-interaction effect. (1) Cell line: VCAP. Synergy scores: synergy=-17.0. Drug 2: CCc1cnn2c(NCc3ccc[n+]([O-])c3)cc(N3CCCCC3CCO)nc12. Drug 1: CCC1(O)CC2CN(CCc3c([nH]c4ccccc34)C(C(=O)OC)(c3cc4c(cc3OC)N(C)C3C(O)(C(=O)OC)C(OC(C)=O)C5(CC)C=CCN6CCC43C65)C2)C1. (2) Drug 1: CC(=O)OC1C(=O)C2(C)C(O)CC3OCC3(OC(C)=O)C2C(OC(=O)c2ccccc2)C2(O)CC(OC(=O)C(O)C(NC(=O)c3ccccc3)c3ccccc3)C(C)=C1C2(C)C. Synergy scores: synergy=-15.5. Drug 2: CCc1cnn2c(NCc3ccc[n+]([O-])c3)cc(N3CCCCC3CCO)nc12. Cell line: NCIH520. (3) Drug 1: C#Cc1cccc(Nc2ncnc3cc(OCCOC)c(OCCOC)cc23)c1. Drug 2: CNC(=O)c1cc(Oc2ccc(NC(=O)Nc3ccc(Cl)c(C(F)(F)F)c3)cc2)ccn1. Cell line: UWB1289. Synergy scores: synergy=14.6. (4) Drug 1: N#Cc1ccc(Cn2cncc2CN2CCN(c3cccc(Cl)c3)C(=O)C2)cc1. Drug 2: C#Cc1cccc(Nc2ncnc3cc(OCCOC)c(OCCOC)cc23)c1. Cell line: NCIH2122. Synergy scores: synergy=15.9. (5) Synergy scores: synergy=17.0. Cell line: OVCAR3. Drug 2: CCc1cnn2c(NCc3ccc[n+]([O-])c3)cc(N3CCCCC3CCO)nc12. Drug 1: COC1CC2CCC(C)C(O)(O2)C(=O)C(=O)N2CCCCC2C(=O)OC(C(C)CC2CCC(OP(C)(C)=O)C(OC)C2)CC(=O)C(C)C=C(C)C(O)C(OC)C(=O)C(C)CC(C)C=CC=CC=C1C.